From a dataset of Forward reaction prediction with 1.9M reactions from USPTO patents (1976-2016). Predict the product of the given reaction. Given the reactants C([Mg]Cl)(C)C.[CH2:6]([O:9][C:10]1[C:11](Br)=[N:12][CH:13]=[CH:14][CH:15]=1)[CH:7]=[CH2:8].[F:17][C:18]1[CH:25]=[CH:24][C:23]([F:26])=[CH:22][C:19]=1[CH:20]=[O:21].[Cl-].[NH4+], predict the reaction product. The product is: [CH2:6]([O:9][C:10]1[C:11]([CH:20]([C:19]2[CH:22]=[C:23]([F:26])[CH:24]=[CH:25][C:18]=2[F:17])[OH:21])=[N:12][CH:13]=[CH:14][CH:15]=1)[CH:7]=[CH2:8].